From a dataset of Catalyst prediction with 721,799 reactions and 888 catalyst types from USPTO. Predict which catalyst facilitates the given reaction. (1) Reactant: [CH:1]([N:4]1[CH2:9][CH2:8][N:7]([C:10]([C:12]2[N:13]=[C:14]([CH2:17]OC(=O)C(C)(C)C)[S:15][CH:16]=2)=[O:11])[CH2:6][CH2:5]1)([CH3:3])[CH3:2].Cl.Cl.C(N1CCNCC1)(C)C.O[N:37]1[C:41]2C=[CH:43][CH:44]=[CH:45][C:40]=2N=N1.CN1CCOCC1.Cl.CN(C)CCCN=C=NCC. Product: [CH:1]([N:4]1[CH2:5][CH2:6][N:7]([C:10]([C:12]2[N:13]=[C:14]([CH2:17][N:37]3[CH2:43][CH2:44][CH2:45][CH2:40][CH2:41]3)[S:15][CH:16]=2)=[O:11])[CH2:8][CH2:9]1)([CH3:2])[CH3:3]. The catalyst class is: 2. (2) Reactant: [CH3:1][C:2]1[CH:3]=[C:4](O)[CH:5]=[CH:6][CH:7]=1.Br[CH2:10][CH2:11][CH2:12][C:13]([O:15]CC)=[O:14].[OH-:18].[K+].Cl.[CH3:21]S(C)=O. Product: [CH3:1][C:2]1[CH:3]=[C:4]([CH:5]=[CH:6][CH:7]=1)[CH2:21][O:18][CH2:10][CH2:11][CH2:12][C:13]([OH:15])=[O:14]. The catalyst class is: 40. (3) Reactant: [CH3:1][C:2]1[O:3][C:4]2[CH:10]=[CH:9][C:8]([C:11](=O)[CH2:12][C:13]([O:15]CC)=O)=[CH:7][C:5]=2[CH:6]=1.CC1C=CC(S(O)(=O)=O)=CC=1.[N:30]1[CH:35]=[CH:34][CH:33]=[CH:32][C:31]=1[C:36]1[CH:37]=[N:38][NH:39][C:40]=1[NH2:41]. Product: [CH3:1][C:2]1[O:3][C:4]2[CH:10]=[CH:9][C:8]([C:11]3[NH:41][C:40]4[N:39]([N:38]=[CH:37][C:36]=4[C:31]4[CH:32]=[CH:33][CH:34]=[CH:35][N:30]=4)[C:13](=[O:15])[CH:12]=3)=[CH:7][C:5]=2[CH:6]=1. The catalyst class is: 114. (4) Reactant: [C:1]1([CH:7]([C:15]2[CH:20]=[CH:19][CH:18]=[CH:17][CH:16]=2)[C:8]2[CH:9]=[CH:10][C:11](=[O:14])[NH:12][CH:13]=2)[CH:6]=[CH:5][CH:4]=[CH:3][CH:2]=1.[Cl:21]N1C(=O)CCC1=O.C([O-])(O)=O.[Na+]. Product: [Cl:21][C:10]1[C:11](=[O:14])[NH:12][CH:13]=[C:8]([CH:7]([C:15]2[CH:20]=[CH:19][CH:18]=[CH:17][CH:16]=2)[C:1]2[CH:2]=[CH:3][CH:4]=[CH:5][CH:6]=2)[CH:9]=1. The catalyst class is: 3. (5) Reactant: Br[C:2]1[CH:27]=[CH:26][C:5]([CH2:6][O:7][CH2:8][C@@H:9]2[CH2:11][C@@H:10]2[CH:12]2[CH2:17][CH2:16][N:15]([C:18]3[N:23]=[CH:22][C:21]([CH2:24][CH3:25])=[CH:20][N:19]=3)[CH2:14][CH2:13]2)=[CH:4][CH:3]=1.C([Sn](CCCC)(CCCC)[C:33]1[O:34][CH:35]=[CH:36][N:37]=1)CCC. Product: [CH2:24]([C:21]1[CH:20]=[N:19][C:18]([N:15]2[CH2:16][CH2:17][CH:12]([C@H:10]3[CH2:11][C@H:9]3[CH2:8][O:7][CH2:6][C:5]3[CH:26]=[CH:27][C:2]([C:33]4[O:34][CH:35]=[CH:36][N:37]=4)=[CH:3][CH:4]=3)[CH2:13][CH2:14]2)=[N:23][CH:22]=1)[CH3:25]. The catalyst class is: 747. (6) Reactant: [OH:1][C:2]1[CH:10]=[CH:9][C:8]([S:11](=[O:15])(=[O:14])[NH:12][CH3:13])=[CH:7][C:3]=1[C:4]([OH:6])=[O:5].[CH:16]1N=CN(C(N2C=NC=C2)=O)C=1.CO. Product: [CH3:16][O:5][C:4](=[O:6])[C:3]1[CH:7]=[C:8]([S:11](=[O:15])(=[O:14])[NH:12][CH3:13])[CH:9]=[CH:10][C:2]=1[OH:1]. The catalyst class is: 1. (7) Reactant: [Cl:1][C:2]1[CH:3]=[C:4]([CH:9]=[C:10]([CH2:12][OH:13])[N:11]=1)[C:5]([O:7][CH3:8])=[O:6].C[N+]1([O-])CCOCC1. Product: [Cl:1][C:2]1[CH:3]=[C:4]([CH:9]=[C:10]([CH:12]=[O:13])[N:11]=1)[C:5]([O:7][CH3:8])=[O:6]. The catalyst class is: 862.